Dataset: Experimentally validated miRNA-target interactions with 360,000+ pairs, plus equal number of negative samples. Task: Binary Classification. Given a miRNA mature sequence and a target amino acid sequence, predict their likelihood of interaction. (1) The miRNA is hsa-miR-139-3p with sequence UGGAGACGCGGCCCUGUUGGAGU. The protein sequence of the target gene is MGRGPWDAGPSRRLLPLLLLLGLARGAAGAPGPDGLDVCATCHEHATCQQREGKKICICNYGFVGNGRTQCVDKNECQFGATLVCGNHTSCHNTPGGFYCICLEGYRATNNNKTFIPNDGTFCTDIDECEVSGLCRHGGRCVNTHGSFECYCMDGYLPRNGPEPFHPTTDATSCTEIDCGTPPEVPDGYIIGNYTSSLGSQVRYACREGFFSVPEDTVSSCTGLGTWESPKLHCQEINCGNPPEMRHAILVGNHSSRLGGVARYVCQEGFESPGGKITSVCTEKGTWRESTLTCTEILTK.... Result: 1 (interaction). (2) The miRNA is rno-miR-221-5p with sequence ACCUGGCAUACAAUGUAGAUUUC. The protein sequence of the target gene is MFPLVKSALNRLQVRSIQQTMARQSHQKRTPDFHDKYGNAVLASGATFCIVTWTYVATQVGIEWNLSPVGRVTPKEWRNQ. Result: 0 (no interaction). (3) The miRNA is hsa-miR-4689 with sequence UUGAGGAGACAUGGUGGGGGCC. The protein sequence of the target gene is MRLSLPLLLLLLGAWAIPGGLGDRAPLTATAPQLDDEEMYSAHMPAHLRCDACRAVAYQMWQNLAKAETKLHTSNSGGRRELSELVYTDVLDRSCSRNWQDYGVREVDQVKRLTGPGLSEGPEPSISVMVTGGPWPTRLSRTCLHYLGEFGEDQIYEAHQQGRGALEALLCGGPQGACSEKVSATREEL. Result: 0 (no interaction). (4) The miRNA is hsa-miR-7161-5p with sequence UAAAGACUGUAGAGGCAACUGGU. The protein sequence of the target gene is MSQNLQETSQAYPRHRPGSHAGPKSLKVTPRATMYTFLPDNFSPAKPKPTKELRPLLCSAVLGLLLVLAAVVAWCYYSASLRKAERLRAELLDLNRGGFSIRNQKGEQVFRLAFRSGALDLDSCSRDGALLGCSRAADGRPLHFFIQTVRPKDTVMCYRVRWEEAVPGRAVEHAMFLGDAAAHWYGGAEMRTQHWPIRLDGQQEPQPFVTSDVYSSDAAFGGILERYWLSSRAAAIKVNDSVPFHLGWNSTERSMRLQARYHDTSYKPPAGRTAAPELSYRVCVGSDVTSIHKYMVRRYF.... Result: 0 (no interaction).